Task: Predict the reaction yield, written as a fraction of the theoretical maximum amount of product (1.0 means a 100% yield; for example, 0.34 means a 34% yield).. Dataset: Reaction yield outcomes from USPTO patents with 853,638 reactions (1) The product is [OH:22][CH:20]1[CH2:21][N:18]([CH2:15][CH2:14][C:9]2[CH:10]=[CH:11][CH:12]=[CH:13][C:8]=2[N:3]2[CH2:4][CH2:5][CH2:6][CH2:7][C:2]2=[O:1])[CH2:19]1. The reactants are [O:1]=[C:2]1[CH2:7][CH2:6][CH2:5][CH2:4][N:3]1[C:8]1[CH:13]=[CH:12][CH:11]=[CH:10][C:9]=1[CH2:14][CH:15]=O.Cl.[NH:18]1[CH2:21][CH:20]([OH:22])[CH2:19]1.C(O)(=O)C.[BH3-]C#N.[Na+]. The catalyst is CO.[Cl-].[Na+].O.ClCCl.O. The yield is 0.127. (2) The reactants are [F:1][C:2]1[CH:8]=[C:7]([I:9])[CH:6]=[CH:5][C:3]=1[NH2:4].[C:10](OC(=O)C)(=[O:12])[CH3:11]. The catalyst is O1CCCC1. The product is [F:1][C:2]1[CH:8]=[C:7]([I:9])[CH:6]=[CH:5][C:3]=1[NH:4][C:10](=[O:12])[CH3:11]. The yield is 0.920. (3) The reactants are [N:1]([CH2:4][C:5]1[CH:10]=[CH:9][C:8]([F:11])=[CH:7][C:6]=1[I:12])=[N+]=[N-].C1(P(C2C=CC=CC=2)C2C=CC=CC=2)C=CC=CC=1.O. The catalyst is CN(C=O)C. The product is [F:11][C:8]1[CH:9]=[CH:10][C:5]([CH2:4][NH2:1])=[C:6]([I:12])[CH:7]=1. The yield is 0.620. (4) The reactants are [Cl:1][C:2]1[CH:28]=[C:27]([Cl:29])[CH:26]=[CH:25][C:3]=1[C:4]([NH:6][C:7]1[CH:12]=[C:11]([O:13][CH2:14][CH2:15][O:16][CH3:17])[CH:10]=[CH:9][C:8]=1/[CH:18]=[CH:19]/[C:20]([O:22]CC)=[O:21])=[O:5].[OH-].[Na+]. The catalyst is O1CCCC1.C(O)C. The product is [Cl:1][C:2]1[CH:28]=[C:27]([Cl:29])[CH:26]=[CH:25][C:3]=1[C:4]([NH:6][C:7]1[CH:12]=[C:11]([O:13][CH2:14][CH2:15][O:16][CH3:17])[CH:10]=[CH:9][C:8]=1/[CH:18]=[CH:19]/[C:20]([OH:22])=[O:21])=[O:5]. The yield is 0.960. (5) The reactants are [CH2:1]([N:4]1[C@H:9]([CH3:10])[CH2:8][N:7](C(OCC)=O)[C@@H:6]([CH3:16])[CH2:5]1)[CH:2]=[CH2:3].[OH-].[K+].C(=O)=O.C1(C)C=CC=CC=1. The catalyst is C(O)C. The product is [CH2:1]([N:4]1[CH2:5][C@@H:6]([CH3:16])[NH:7][CH2:8][C@@H:9]1[CH3:10])[CH:2]=[CH2:3]. The yield is 0.690.